This data is from Full USPTO retrosynthesis dataset with 1.9M reactions from patents (1976-2016). The task is: Predict the reactants needed to synthesize the given product. (1) Given the product [Br:7][C:5]1[S:4][C:3]([C:8]([NH2:10])=[O:9])=[C:2]([NH:1][C:20](=[O:21])[CH:19]([C:23]2[CH:28]=[CH:27][CH:26]=[CH:25][CH:24]=2)[N:13]2[CH2:14][CH2:15][CH2:12][CH2:11]2)[CH:6]=1, predict the reactants needed to synthesize it. The reactants are: [NH2:1][C:2]1[CH:6]=[C:5]([Br:7])[S:4][C:3]=1[C:8]([NH2:10])=[O:9].[CH2:11]([N:13](CC)[CH2:14][CH3:15])[CH3:12].Cl[CH:19]([C:23]1[CH:28]=[CH:27][CH:26]=[CH:25][CH:24]=1)[C:20](Cl)=[O:21].N1CCCC1. (2) The reactants are: [C:1](#[N:3])[CH3:2].[Li]CCCC.CO[C:11]([C:13]1([CH3:26])[CH2:18][CH2:17][N:16]([C:19]([O:21][C:22]([CH3:25])([CH3:24])[CH3:23])=[O:20])[CH2:15][CH2:14]1)=[O:12].Cl. Given the product [C:22]([O:21][C:19]([N:16]1[CH2:15][CH2:14][C:13]([C:11](=[O:12])[CH2:2][C:1]#[N:3])([CH3:26])[CH2:18][CH2:17]1)=[O:20])([CH3:23])([CH3:24])[CH3:25], predict the reactants needed to synthesize it. (3) Given the product [S:8]1[CH:12]=[CH:11][C:10]([C:13]2[CH:18]=[CH:17][C:16]([CH:19]([CH2:22][C:31]([O:33][CH3:34])=[O:32])[CH2:20][NH2:21])=[CH:15][CH:14]=2)=[CH:9]1, predict the reactants needed to synthesize it. The reactants are: FC(F)(F)C(O)=O.[S:8]1[CH:12]=[CH:11][C:10]([C:13]2[CH:18]=[CH:17][C:16]([CH:19]([CH3:22])[CH2:20][NH2:21])=[CH:15][CH:14]=2)=[CH:9]1.C(N(CC)CC)C.Cl[C:31]([O:33][CH3:34])=[O:32]. (4) Given the product [OH:30][C:31]1([C:38]2[CH:39]=[N:40][C:41]([O:44][CH3:45])=[CH:42][CH:43]=2)[CH2:32][CH2:33][CH:34]([N:8]2[CH2:11][CH:10]([NH:12][C:13](=[O:29])[CH2:14][NH:15][C:16]3[C:20]4[CH:21]=[C:22]([C:25]([F:27])([F:26])[F:28])[CH:23]=[CH:24][C:19]=4[O:18][N:17]=3)[CH2:9]2)[CH2:35][CH2:36]1, predict the reactants needed to synthesize it. The reactants are: OC(C(F)(F)F)=O.[NH:8]1[CH2:11][CH:10]([NH:12][C:13](=[O:29])[CH2:14][NH:15][C:16]2[C:20]3[CH:21]=[C:22]([C:25]([F:28])([F:27])[F:26])[CH:23]=[CH:24][C:19]=3[O:18][N:17]=2)[CH2:9]1.[OH:30][C:31]1([C:38]2[CH:39]=[N:40][C:41]([O:44][CH3:45])=[CH:42][CH:43]=2)[CH2:36][CH2:35][C:34](=O)[CH2:33][CH2:32]1. (5) The reactants are: [CH:1]12[CH2:7][CH:4]([CH2:5][CH2:6]1)[CH2:3][CH:2]2[CH2:8][C:9]([NH:11][CH:12]([C:15]1[C:16](=[O:26])[NH:17][C:18]([CH:21]2[CH2:25][CH2:24][CH2:23][CH2:22]2)=[N:19][N:20]=1)[CH2:13][CH3:14])=O.P(Cl)(Cl)(Cl)=O. Given the product [CH:1]12[CH2:7][CH:4]([CH2:5][CH2:6]1)[CH2:3][CH:2]2[CH2:8][C:9]1[N:20]2[C:15]([C:16](=[O:26])[NH:17][C:18]([CH:21]3[CH2:25][CH2:24][CH2:23][CH2:22]3)=[N:19]2)=[C:12]([CH2:13][CH3:14])[N:11]=1, predict the reactants needed to synthesize it. (6) Given the product [C:15]([NH:1][CH2:2][CH2:3][CH2:4][NH:5][CH2:6][CH2:7][CH2:8][NH:9][C:15]([O:14][C:11]([CH3:10])([CH3:12])[CH3:13])=[O:17])([O:14][C:11]([CH3:13])([CH3:12])[CH3:10])=[O:17], predict the reactants needed to synthesize it. The reactants are: [NH2:1][CH2:2][CH2:3][CH2:4][NH:5][CH2:6][CH2:7][CH2:8][NH2:9].[CH3:10][C:11]([O:14][C:15]([O:17]N=C(C1C=CC=CC=1)C#N)=O)([CH3:13])[CH3:12]. (7) Given the product [OH:1][C@@H:2]([CH2:18][N:19]([C:24]1[CH:29]=[CH:28][C:27]([O:30][C:31]2[CH:36]=[CH:35][C:34]([C:37]([OH:39])=[O:38])=[CH:33][C:32]=2[I:42])=[CH:26][CH:25]=1)[CH2:20][CH:21]([CH3:23])[CH3:22])[CH2:3][O:4][C:5]1[C:17]2[C:16]3[C:11](=[CH:12][CH:13]=[CH:14][CH:15]=3)[NH:10][C:9]=2[CH:8]=[CH:7][CH:6]=1, predict the reactants needed to synthesize it. The reactants are: [OH:1][C@@H:2]([CH2:18][N:19]([C:24]1[CH:29]=[CH:28][C:27]([O:30][C:31]2[CH:36]=[CH:35][C:34]([C:37]([O:39]CC)=[O:38])=[CH:33][C:32]=2[I:42])=[CH:26][CH:25]=1)[CH2:20][CH:21]([CH3:23])[CH3:22])[CH2:3][O:4][C:5]1[C:17]2[C:16]3[C:11](=[CH:12][CH:13]=[CH:14][CH:15]=3)[NH:10][C:9]=2[CH:8]=[CH:7][CH:6]=1. (8) The reactants are: Br[C:2]1[CH:3]=[C:4]([C:11]([F:14])([F:13])[F:12])[C:5]([C:8](=[O:10])[CH3:9])=[N:6][CH:7]=1.[CH3:15][N:16](C=O)C.O. Given the product [C:8]([C:5]1[C:4]([C:11]([F:14])([F:13])[F:12])=[CH:3][C:2]([C:15]#[N:16])=[CH:7][N:6]=1)(=[O:10])[CH3:9], predict the reactants needed to synthesize it. (9) Given the product [Br:1][C:2]1[C:3]([CH3:23])=[CH:4][C:5]([CH:8]([NH2:13])[C:9]([F:10])([F:11])[F:12])=[N:6][CH:7]=1, predict the reactants needed to synthesize it. The reactants are: [Br:1][C:2]1[C:3]([CH3:23])=[CH:4][C:5]([CH:8]([N:13]=CC2C=CC(OC)=CC=2)[C:9]([F:12])([F:11])[F:10])=[N:6][CH:7]=1.O1CCOCC1.Cl.O.